This data is from Catalyst prediction with 721,799 reactions and 888 catalyst types from USPTO. The task is: Predict which catalyst facilitates the given reaction. (1) Reactant: NC1C=CNN=1.O/[CH:8]=[C:9]1\[C:10](=[O:18])[NH:11][C:12]2[C:17]\1=[CH:16][CH:15]=[CH:14][CH:13]=2.[F:19][C:20]1[CH:28]=[CH:27][CH:26]=[C:25]2[C:21]=1[C:22]([NH2:29])=[N:23][NH:24]2. Product: [F:19][C:20]1[CH:28]=[CH:27][CH:26]=[C:25]2[C:21]=1[C:22]([NH:29][CH:8]=[C:9]1[C:17]3[C:12](=[CH:13][CH:14]=[CH:15][CH:16]=3)[NH:11][C:10]1=[O:18])=[N:23][NH:24]2. The catalyst class is: 7. (2) Reactant: [CH3:1][O:2][C:3]1[C:11]([O:12][CH3:13])=[C:10]([O:14][CH3:15])[CH:9]=[C:8]2[C:4]=1[CH:5](C1C=C(OC)C(OC)=C(OC)C=1)[CH2:6][C:7]2=[O:16].C(=O)([O-])[O-].[K+].[K+].C1OC2C=CC(C=O)=CC=2O1.Cl. Product: [CH3:1][O:2][C:3]1[C:11]([O:12][CH3:13])=[C:10]([O:14][CH3:15])[CH:9]=[C:8]2[C:4]=1[CH2:5][CH2:6][C:7]2=[O:16]. The catalyst class is: 6. (3) Reactant: [S:1]1[C:5]2[CH:6]=[C:7]([CH2:10][CH2:11][O:12][CH2:13][C:14]([N:16]3[CH2:20][CH2:19][CH:18]([OH:21])[CH2:17]3)=O)[CH:8]=[CH:9][C:4]=2[CH:3]=[CH:2]1.CC(C)=O.Cl.O. Product: [S:1]1[C:5]2[CH:6]=[C:7]([CH2:10][CH2:11][O:12][CH2:13][CH2:14][N:16]3[CH2:20][CH2:19][CH:18]([OH:21])[CH2:17]3)[CH:8]=[CH:9][C:4]=2[CH:3]=[CH:2]1. The catalyst class is: 54. (4) Reactant: Cl[C:2]1[C:11]([CH:12]=[O:13])=[CH:10][C:9]2[C:4](=[C:5]([CH3:14])[CH:6]=[CH:7][CH:8]=2)[N:3]=1.[C:15]1([CH3:24])[CH:20]=[CH:19][CH:18]=[CH:17][C:16]=1B(O)O.C(=O)([O-])[O-].[Na+].[Na+]. Product: [CH3:14][C:5]1[CH:6]=[CH:7][CH:8]=[C:9]2[C:4]=1[N:3]=[C:2]([C:16]1[CH:17]=[CH:18][CH:19]=[CH:20][C:15]=1[CH3:24])[C:11]([CH:12]=[O:13])=[CH:10]2. The catalyst class is: 144.